Dataset: Forward reaction prediction with 1.9M reactions from USPTO patents (1976-2016). Task: Predict the product of the given reaction. (1) Given the reactants [NH2:1][C:2]1[CH:7]=[CH:6][CH:5]=[CH:4][CH:3]=1.F[C:9]1[CH:16]=[CH:15][C:12]([C:13]#[N:14])=[CH:11][CH:10]=1, predict the reaction product. The product is: [NH2:14][CH2:13][C:12]1[CH:15]=[CH:16][C:9]([NH:1][C:2]2[CH:7]=[CH:6][CH:5]=[CH:4][CH:3]=2)=[CH:10][CH:11]=1. (2) Given the reactants [OH:1][C:2]1[CH:3]=[CH:4][C:5]([N+:10]([O-:12])=[O:11])=[C:6]([CH:9]=1)[CH:7]=[O:8].O1CCCC1.C(N(CC)C(C)C)(C)C.[CH3:27][O:28][CH2:29][CH2:30][O:31][CH2:32]Cl, predict the reaction product. The product is: [CH3:27][O:28][CH2:29][CH2:30][O:31][CH2:32][O:1][C:2]1[CH:3]=[CH:4][C:5]([N+:10]([O-:12])=[O:11])=[C:6]([CH:9]=1)[CH:7]=[O:8]. (3) Given the reactants [C:14]1(P([C:14]2[CH:19]=[CH:18][CH:17]=[CH:16][CH:15]=2)[C:14]2[CH:19]=[CH:18][CH:17]=[CH:16][CH:15]=2)[CH:19]=[CH:18][CH:17]=[CH:16][CH:15]=1.[I-].[CH3:21][O-:22].[Na+], predict the reaction product. The product is: [CH2:19]=[C:14]1[CH:15]=[CH:16][C:19]2[CH:18]=[CH:17][CH:16]=[CH:15][C:14]=2[O:22][CH2:21]1. (4) The product is: [Cl:12][C:8]1[CH:7]=[C:6]2[C:11](=[CH:10][CH:9]=1)[C:2]([N:16]1[CH2:17][CH2:18][NH:13][CH:14]([C:19]([NH2:21])=[O:20])[CH2:15]1)=[N:3][CH:4]=[CH:5]2. Given the reactants Cl[C:2]1[C:11]2[C:6](=[CH:7][C:8]([Cl:12])=[CH:9][CH:10]=2)[CH:5]=[CH:4][N:3]=1.[NH:13]1[CH2:18][CH2:17][NH:16][CH2:15][CH:14]1[C:19]([NH2:21])=[O:20].C([O-])([O-])=O.[K+].[K+], predict the reaction product. (5) Given the reactants [F:1][C:2]1[C:7]([F:8])=[CH:6][CH:5]=[CH:4][C:3]=1[CH:9]([OH:14])[C:10]([F:13])([F:12])[F:11], predict the reaction product. The product is: [F:1][C:2]1[C:7]([F:8])=[CH:6][CH:5]=[CH:4][C:3]=1[C:9](=[O:14])[C:10]([F:11])([F:12])[F:13].